Dataset: Peptide-MHC class I binding affinity with 185,985 pairs from IEDB/IMGT. Task: Regression. Given a peptide amino acid sequence and an MHC pseudo amino acid sequence, predict their binding affinity value. This is MHC class I binding data. (1) The peptide sequence is PIGMQFDKV. The MHC is HLA-A02:06 with pseudo-sequence HLA-A02:06. The binding affinity (normalized) is 0.100. (2) The peptide sequence is WATNVQVAI. The MHC is HLA-B07:02 with pseudo-sequence HLA-B07:02. The binding affinity (normalized) is 0.240. (3) The peptide sequence is KPKALSEAF. The MHC is HLA-A02:19 with pseudo-sequence HLA-A02:19. The binding affinity (normalized) is 0.0847.